From a dataset of Forward reaction prediction with 1.9M reactions from USPTO patents (1976-2016). Predict the product of the given reaction. (1) Given the reactants [CH:1]12[CH2:10][CH:5]3[CH2:6][CH:7]([CH2:9][CH:3]([CH2:4]3)[CH:2]1[N:11]1[CH:15]=[C:14]([CH:16]3[CH2:18][CH2:17]3)[NH:13][C:12]1=[O:19])[CH2:8]2.I[CH3:21], predict the reaction product. The product is: [CH:1]12[CH2:8][CH:7]3[CH2:6][CH:5]([CH2:4][CH:3]([CH2:9]3)[CH:2]1[N:11]1[CH:15]=[C:14]([CH:16]3[CH2:17][CH2:18]3)[N:13]([CH3:21])[C:12]1=[O:19])[CH2:10]2. (2) Given the reactants [CH3:1][C:2]1[CH2:7][CH2:6][CH2:5][C:4]([CH3:9])([CH3:8])[C:3]=1[CH2:10][OH:11].[F:12][C:13]1[CH:14]=[C:15](O)[CH:16]=[CH:17][C:18]=1[CH3:19].C1(P(C2C=CC=CC=2)C2C=CC=CC=2)C=CC=CC=1.N(C(OCC)=O)=NC(OCC)=O, predict the reaction product. The product is: [F:12][C:13]1[CH:14]=[C:15]([O:11][CH2:10][C:3]2[C:4]([CH3:8])([CH3:9])[CH2:5][CH2:6][CH2:7][C:2]=2[CH3:1])[CH:16]=[CH:17][C:18]=1[CH3:19]. (3) Given the reactants [N+:1]([C:4]1[CH:5]=[N:6][CH:7]=[CH:8][C:9]=1[C:10]1[CH2:11][CH2:12][N:13]([CH:16]2[CH2:19][O:18][CH2:17]2)[CH2:14][CH:15]=1)([O-])=O.CCO, predict the reaction product. The product is: [O:18]1[CH2:19][CH:16]([N:13]2[CH2:14][CH2:15][CH:10]([C:9]3[CH:8]=[CH:7][N:6]=[CH:5][C:4]=3[NH2:1])[CH2:11][CH2:12]2)[CH2:17]1. (4) Given the reactants [CH3:1][O:2][C:3]1[CH:8]=[C:7]([O:9][CH3:10])[CH:6]=[C:5](/[CH:11]=[CH:12]/[C:13]2[CH:14]=[CH:15][C:16]([OH:19])=[CH:17][CH:18]=2)[CH:4]=1.[N:20]1([C:32](=[O:33])[C:31]2[N:29]([CH3:30])[CH:28]=[N:27][C:26]=2[N:24]([CH3:25])[C:22]1=[O:23])[CH3:21], predict the reaction product. The product is: [CH3:10][O:9][C:7]1[CH:8]=[C:3]([O:2][CH3:1])[CH:4]=[C:5](/[CH:11]=[CH:12]/[C:13]2[CH:14]=[CH:15][C:16]([OH:19])=[CH:17][CH:18]=2)[CH:6]=1.[N:20]1([C:32](=[O:33])[C:31]2[N:29]([CH3:30])[CH:28]=[N:27][C:26]=2[N:24]([CH3:25])[C:22]1=[O:23])[CH3:21].